This data is from Full USPTO retrosynthesis dataset with 1.9M reactions from patents (1976-2016). The task is: Predict the reactants needed to synthesize the given product. Given the product [N+:14]([C:11]1[CH:12]=[CH:13][C:8]([N:1]2[CH2:6][CH2:5][O:4][CH2:3][CH2:2]2)=[N:9][CH:10]=1)([O-:16])=[O:15], predict the reactants needed to synthesize it. The reactants are: [NH:1]1[CH2:6][CH2:5][O:4][CH2:3][CH2:2]1.Cl[C:8]1[CH:13]=[CH:12][C:11]([N+:14]([O-:16])=[O:15])=[CH:10][N:9]=1.O.